This data is from Forward reaction prediction with 1.9M reactions from USPTO patents (1976-2016). The task is: Predict the product of the given reaction. (1) Given the reactants [CH3:1][O:2][C:3]1[CH:11]=[C:10]2[C:6]([C:7]([S:12]([C:15]3[CH:20]=[CH:19][C:18]([O:21][CH3:22])=[CH:17][CH:16]=3)(=[O:14])=[O:13])=[CH:8][NH:9]2)=[CH:5][CH:4]=1.[H-].[Na+].Br[CH2:26][CH2:27][CH2:28][C:29]([O:31][CH3:32])=[O:30], predict the reaction product. The product is: [CH3:32][O:31][C:29](=[O:30])[CH2:28][CH:27]([N:9]1[C:10]2[C:6](=[CH:5][CH:4]=[C:3]([O:2][CH3:1])[CH:11]=2)[C:7]([S:12]([C:15]2[CH:20]=[CH:19][C:18]([O:21][CH3:22])=[CH:17][CH:16]=2)(=[O:14])=[O:13])=[CH:8]1)[CH3:26]. (2) Given the reactants [F:1][C:2]1[CH:3]=[C:4]2[C:8](=[CH:9][CH:10]=1)[NH:7][C:6]([CH:11]=O)=[CH:5]2.[F:13][C:14]([F:31])([F:30])[C:15]1[CH:16]=[CH:17][C:18]([N:21]2[CH2:25][C@@H:24]3[C@@H:26]([NH2:29])[CH2:27][CH2:28][C@@H:23]3[CH2:22]2)=[N:19][CH:20]=1.C(O)(=O)C.C([BH3-])#N, predict the reaction product. The product is: [F:1][C:2]1[CH:3]=[C:4]2[C:8](=[CH:9][CH:10]=1)[NH:7][C:6]([CH2:11][NH:29][C@@H:26]1[C@@H:24]3[C@@H:23]([CH2:22][N:21]([C:18]4[CH:17]=[CH:16][C:15]([C:14]([F:31])([F:30])[F:13])=[CH:20][N:19]=4)[CH2:25]3)[CH2:28][CH2:27]1)=[CH:5]2. (3) The product is: [OH:1][C@@H:2]([C@H:4]1[C:25](=[O:26])[N:6]2[C:7]([C:12]([O:14][CH2:15][C:16]3[CH:21]=[CH:20][C:19]([N+:22]([O-:24])=[O:23])=[CH:18][CH:17]=3)=[O:13])=[C:8]([C:42]3[S:41][C:40]4=[C:36]([C:34]([C:31]5[CH:32]=[N:33][C:28]([CH3:27])=[CH:29][CH:30]=5)=[O:35])[N:37]=[CH:38][N:39]4[CH:43]=3)[C@H:9]([CH3:10])[C@H:5]12)[CH3:3]. Given the reactants [OH:1][C@@H:2]([C@H:4]1[C:25](=[O:26])[N:6]2[C@@H:7]([C:12]([O:14][CH2:15][C:16]3[CH:21]=[CH:20][C:19]([N+:22]([O-:24])=[O:23])=[CH:18][CH:17]=3)=[O:13])[C:8](=O)[C@H:9]([CH3:10])[C@H:5]12)[CH3:3].[CH3:27][C:28]1[N:33]=[CH:32][C:31]([C:34]([C:36]2[N:37]=[CH:38][N:39]3[CH:43]=[C:42]([Sn](CCCC)(CCCC)CCCC)[S:41][C:40]=23)=[O:35])=[CH:30][CH:29]=1, predict the reaction product.